This data is from Reaction yield outcomes from USPTO patents with 853,638 reactions. The task is: Predict the reaction yield, written as a fraction of the theoretical maximum amount of product (1.0 means a 100% yield; for example, 0.34 means a 34% yield). (1) The reactants are [BH4-].[Na+].[C:3]([O:7][C:8]([C@@:10]1([CH2:24][CH:25]=[O:26])[CH2:14][C:13](=[O:15])[N:12]([C@@H:16]([C:18]2[CH:23]=[CH:22][CH:21]=[CH:20][CH:19]=2)[CH3:17])[CH2:11]1)=[O:9])([CH3:6])([CH3:5])[CH3:4].C(O)(=O)CC(CC(O)=O)(C(O)=O)O.C(OCC)(=O)C. The catalyst is CO. The product is [C:3]([O:7][C:8]([C@@:10]1([CH2:24][CH2:25][OH:26])[CH2:14][C:13](=[O:15])[N:12]([C@@H:16]([C:18]2[CH:23]=[CH:22][CH:21]=[CH:20][CH:19]=2)[CH3:17])[CH2:11]1)=[O:9])([CH3:6])([CH3:5])[CH3:4]. The yield is 0.810. (2) The reactants are [N+:1]([C:4]1[CH:5]=[C:6]2[C:10](=[CH:11][CH:12]=1)[NH:9][CH:8]=[CH:7]2)([O-:3])=[O:2].[OH-].[K+].[I:15]I.S(=O)(=O)(O)[O-].[Na+]. The catalyst is CN(C=O)C. The product is [I:15][C:7]1[C:6]2[C:10](=[CH:11][CH:12]=[C:4]([N+:1]([O-:3])=[O:2])[CH:5]=2)[NH:9][CH:8]=1. The yield is 0.910. (3) The product is [CH3:26][N:27]([CH3:37])[S:28]([N:31]1[CH2:36][CH2:35][N:34]([C:15]([C:12]2[S:11][C:10]([NH:9][C:8]([N:7]([CH:1]3[CH2:2][CH2:3][CH2:4][CH2:5][CH2:6]3)[CH:19]3[CH2:24][CH2:23][CH2:22][CH2:21][CH2:20]3)=[O:18])=[N:14][CH:13]=2)=[O:16])[CH2:33][CH2:32]1)(=[O:29])=[O:30]. The reactants are [CH:1]1([N:7]([CH:19]2[CH2:24][CH2:23][CH2:22][CH2:21][CH2:20]2)[C:8](=[O:18])[NH:9][C:10]2[S:11][C:12]([C:15](O)=[O:16])=[CH:13][N:14]=2)[CH2:6][CH2:5][CH2:4][CH2:3][CH2:2]1.Cl.[CH3:26][N:27]([CH3:37])[S:28]([N:31]1[CH2:36][CH2:35][NH:34][CH2:33][CH2:32]1)(=[O:30])=[O:29].CN(C(ON1N=NC2C=CC=CC1=2)=[N+](C)C)C.F[P-](F)(F)(F)(F)F.CCN(C(C)C)C(C)C. The yield is 0.670. The catalyst is CCOC(C)=O.CN(C=O)C. (4) The reactants are Br[C:2]1[CH:7]=[CH:6][CH:5]=[C:4]([Cl:8])[C:3]=1[N:9]1[C:13]2[N:14]=[CH:15][NH:16][C:17](=[O:18])[C:12]=2[CH:11]=[N:10]1.CC1(C)C2C=CC=C(P(C3C=CC=CC=3)C3C=CC=CC=3)C=2OC2C1=CC=CC=2P(C1C=CC=CC=1)C1C=CC=CC=1.[CH3:61][N:62](C=O)C. The catalyst is [C-]#N.[Zn+2].[C-]#N.C1C=CC(/C=C/C(/C=C/C2C=CC=CC=2)=O)=CC=1.C1C=CC(/C=C/C(/C=C/C2C=CC=CC=2)=O)=CC=1.C1C=CC(/C=C/C(/C=C/C2C=CC=CC=2)=O)=CC=1.[Pd].[Pd]. The product is [Cl:8][C:4]1[C:3]([N:9]2[C:13]3=[N:14][CH:15]=[N:16][C:17]([OH:18])=[C:12]3[CH:11]=[N:10]2)=[C:2]([CH:7]=[CH:6][CH:5]=1)[C:61]#[N:62]. The yield is 0.910. (5) The reactants are [Si]([O:8][CH2:9][C:10]1([CH3:38])[S:16][CH2:15][CH2:14][N:13]2[C:17]([C:20]3([C:23]4[CH:28]=[CH:27][C:26]([C:29]5[C:36]([F:37])=[CH:35][C:32]([C:33]#[N:34])=[CH:31][N:30]=5)=[CH:25][CH:24]=4)[CH2:22][CH2:21]3)=[N:18][N:19]=[C:12]2[CH2:11]1)(C(C)(C)C)(C)C.[F-].C([N+](CCCC)(CCCC)CCCC)CCC.[Cl-].[NH4+]. The catalyst is O1CCCC1. The product is [F:37][C:36]1[C:29]([C:26]2[CH:25]=[CH:24][C:23]([C:20]3([C:17]4[N:13]5[CH2:14][CH2:15][S:16][C:10]([CH2:9][OH:8])([CH3:38])[CH2:11][C:12]5=[N:19][N:18]=4)[CH2:21][CH2:22]3)=[CH:28][CH:27]=2)=[N:30][CH:31]=[C:32]([CH:35]=1)[C:33]#[N:34]. The yield is 0.900. (6) The reactants are COC1C=C(OC)C=CC=1C[N:6]([C:30]1[CH:35]=[CH:34][N:33]=[CH:32][N:31]=1)[S:7]([C:10]1[CH:15]=[CH:14][C:13]([O:16][C@H:17]2[CH2:22][CH2:21][CH2:20][CH2:19][C@@H:18]2[C:23]2[N:27]([CH3:28])[N:26]=[CH:25][CH:24]=2)=[CH:12][C:11]=1[F:29])(=[O:9])=[O:8].C([SiH](CC)CC)C.FC(F)(F)C(O)=O. The catalyst is ClCCl. The product is [F:29][C:11]1[CH:12]=[C:13]([O:16][C@H:17]2[CH2:22][CH2:21][CH2:20][CH2:19][C@@H:18]2[C:23]2[N:27]([CH3:28])[N:26]=[CH:25][CH:24]=2)[CH:14]=[CH:15][C:10]=1[S:7]([NH:6][C:30]1[CH:35]=[CH:34][N:33]=[CH:32][N:31]=1)(=[O:8])=[O:9]. The yield is 0.880.